Dataset: Full USPTO retrosynthesis dataset with 1.9M reactions from patents (1976-2016). Task: Predict the reactants needed to synthesize the given product. (1) Given the product [C:19]([O:18][C:16]([CH2:15][N:12]1[C:11]2[CH:10]=[CH:9][CH:8]=[CH:7][C:6]=2[C:5]2[C:13]1=[CH:1][CH:2]=[CH:3][CH:4]=2)=[O:17])([CH3:22])([CH3:21])[CH3:20], predict the reactants needed to synthesize it. The reactants are: [CH:1]1[C:13]2[NH:12][C:11]3[C:6](=[CH:7][CH:8]=[CH:9][CH:10]=3)[C:5]=2[CH:4]=[CH:3][CH:2]=1.Br[CH2:15][C:16]([O:18][C:19]([CH3:22])([CH3:21])[CH3:20])=[O:17].C(O[K])(C)(C)C.C(O)(=O)C(O)=O. (2) Given the product [O:26]1[CH2:27][CH2:28][N:23]([C:2]2[CH:7]=[CH:6][CH:5]=[CH:4][C:3]=2[N:8]2[CH2:13][CH2:12][C:11]3[O:14][C:15]([C:17]4[CH:22]=[CH:21][CH:20]=[CH:19][N:18]=4)=[N:16][C:10]=3[CH2:9]2)[CH2:24][CH2:25]1, predict the reactants needed to synthesize it. The reactants are: Br[C:2]1[CH:7]=[CH:6][CH:5]=[CH:4][C:3]=1[N:8]1[CH2:13][CH2:12][C:11]2[O:14][C:15]([C:17]3[CH:22]=[CH:21][CH:20]=[CH:19][N:18]=3)=[N:16][C:10]=2[CH2:9]1.[NH:23]1[CH2:28][CH2:27][O:26][CH2:25][CH2:24]1.C1C=CC(P(C2C(C3C(P(C4C=CC=CC=4)C4C=CC=CC=4)=CC=C4C=3C=CC=C4)=C3C(C=CC=C3)=CC=2)C2C=CC=CC=2)=CC=1.C(O[Na])(C)(C)C.